This data is from Full USPTO retrosynthesis dataset with 1.9M reactions from patents (1976-2016). The task is: Predict the reactants needed to synthesize the given product. (1) The reactants are: C[O:2][C:3]([C:5]1[CH:14]=[C:13]([OH:15])[C:12]2[C:7](=[C:8]([NH2:16])[CH:9]=[CH:10][CH:11]=2)[N:6]=1)=[O:4].[OH-:17].[Na+].Cl.C[OH:21]. Given the product [N+:16]([C:8]1[CH:9]=[CH:10][CH:11]=[C:12]2[C:7]=1[N:6]=[C:5]([C:3]([OH:2])=[O:4])[CH:14]=[C:13]2[OH:15])([O-:21])=[O:17], predict the reactants needed to synthesize it. (2) Given the product [CH3:26][N:27]([CH3:33])[CH2:28][CH2:29][CH2:30][CH2:31][NH:32][C:2]1[CH:7]=[CH:6][CH:5]=[CH:4][C:3]=1[S:8]([NH:11][C:12]1[C:21]([C:22]([OH:24])=[O:23])=[C:20]2[C:15]([CH:16]3[CH2:25][CH:17]3[CH2:18][O:19]2)=[CH:14][CH:13]=1)(=[O:10])=[O:9], predict the reactants needed to synthesize it. The reactants are: F[C:2]1[CH:7]=[CH:6][CH:5]=[CH:4][C:3]=1[S:8]([NH:11][C:12]1[C:21]([C:22]([OH:24])=[O:23])=[C:20]2[C:15]([CH:16]3[CH2:25][CH:17]3[CH2:18][O:19]2)=[CH:14][CH:13]=1)(=[O:10])=[O:9].[CH3:26][N:27]([CH3:33])[CH2:28][CH2:29][CH2:30][CH2:31][NH2:32].